From a dataset of Catalyst prediction with 721,799 reactions and 888 catalyst types from USPTO. Predict which catalyst facilitates the given reaction. (1) Reactant: [C:1]([O:5][C:6]([N:8]([C:11]1([C@H:14]2[CH2:18][N:17]([C@H:19]([C:21]3[CH:26]=[CH:25][CH:24]=[CH:23][CH:22]=3)[CH3:20])[C:16](=O)[CH2:15]2)[CH2:13][CH2:12]1)[CH2:9][CH3:10])=[O:7])([CH3:4])([CH3:3])[CH3:2]. Product: [C:1]([O:5][C:6]([N:8]([C:11]1([C@@H:14]2[CH2:15][CH2:16][N:17]([C@H:19]([C:21]3[CH:26]=[CH:25][CH:24]=[CH:23][CH:22]=3)[CH3:20])[CH2:18]2)[CH2:12][CH2:13]1)[CH2:9][CH3:10])=[O:7])([CH3:3])([CH3:4])[CH3:2]. The catalyst class is: 7. (2) Reactant: [F:1][C:2]1[CH:9]=[CH:8][CH:7]=[CH:6][C:3]=1[CH:4]=O.Cl.[NH2:11][OH:12].[OH-].[Na+].Cl. Product: [F:1][C:2]1[CH:9]=[CH:8][CH:7]=[CH:6][C:3]=1[CH:4]=[N:11][OH:12]. The catalyst class is: 40. (3) Reactant: C(NC(C)C)(C)C.C(O[B:12]([O:17][CH:18]([CH3:20])[CH3:19])[O:13][CH:14]([CH3:16])[CH3:15])(C)C.C([Li])CCC.[Cl:26][C:27]1[S:28][CH:29]=[CH:30][N:31]=1.OC(C(O)(C)C)(C)C.C(O)(=O)C. Product: [Cl:26][C:27]1[S:28][C:29]([B:12]2[O:13][C:14]([CH3:15])([CH3:16])[C:18]([CH3:19])([CH3:20])[O:17]2)=[CH:30][N:31]=1. The catalyst class is: 27. (4) Reactant: [CH2:1]([N:8]([CH2:19][C:20]1[CH:33]=[CH:32][C:23]([O:24][C:25]2[CH:26]=[C:27]([OH:31])[CH:28]=[CH:29][CH:30]=2)=[CH:22][CH:21]=1)[C:9]1[CH:14]=[CH:13][CH:12]=[C:11]([N+:15]([O-:17])=[O:16])[C:10]=1[CH3:18])[C:2]1[CH:7]=[CH:6][CH:5]=[CH:4][CH:3]=1.C1(P(C2C=CC=CC=2)C2C=CC=CC=2)C=CC=CC=1.[CH3:53][O:54][CH2:55][CH2:56]O. Product: [CH2:1]([N:8]([CH2:19][C:20]1[CH:33]=[CH:32][C:23]([O:24][C:25]2[CH:30]=[CH:29][CH:28]=[C:27]([O:31][CH2:56][CH2:55][O:54][CH3:53])[CH:26]=2)=[CH:22][CH:21]=1)[C:9]1[CH:14]=[CH:13][CH:12]=[C:11]([N+:15]([O-:17])=[O:16])[C:10]=1[CH3:18])[C:2]1[CH:3]=[CH:4][CH:5]=[CH:6][CH:7]=1. The catalyst class is: 56.